From a dataset of Reaction yield outcomes from USPTO patents with 853,638 reactions. Predict the reaction yield, written as a fraction of the theoretical maximum amount of product (1.0 means a 100% yield; for example, 0.34 means a 34% yield). The reactants are [F:1][C:2]1[CH:7]=[C:6]([F:8])[CH:5]=[CH:4][C:3]=1[C:9]1[N:10](S(C2C=CC=C(F)C=2)(=O)=O)[CH:11]=[C:12]2[CH:16]([N:17]([CH3:25])[C:18](=[O:24])[O:19][C:20]([CH3:23])([CH3:22])[CH3:21])[CH2:15][CH2:14][C:13]=12.[F-].C([N+](CCCC)(CCCC)CCCC)CCC.O1CCCC1.O. The catalyst is O1CCCC1. The product is [F:1][C:2]1[CH:7]=[C:6]([F:8])[CH:5]=[CH:4][C:3]=1[C:9]1[NH:10][CH:11]=[C:12]2[CH:16]([N:17]([CH3:25])[C:18](=[O:24])[O:19][C:20]([CH3:21])([CH3:22])[CH3:23])[CH2:15][CH2:14][C:13]=12. The yield is 0.580.